Dataset: NCI-60 drug combinations with 297,098 pairs across 59 cell lines. Task: Regression. Given two drug SMILES strings and cell line genomic features, predict the synergy score measuring deviation from expected non-interaction effect. Cell line: NCI-H226. Drug 2: C1C(C(OC1N2C=C(C(=O)NC2=O)F)CO)O. Synergy scores: CSS=19.5, Synergy_ZIP=2.66, Synergy_Bliss=8.13, Synergy_Loewe=1.34, Synergy_HSA=6.15. Drug 1: CC1C(C(=O)NC(C(=O)N2CCCC2C(=O)N(CC(=O)N(C(C(=O)O1)C(C)C)C)C)C(C)C)NC(=O)C3=C4C(=C(C=C3)C)OC5=C(C(=O)C(=C(C5=N4)C(=O)NC6C(OC(=O)C(N(C(=O)CN(C(=O)C7CCCN7C(=O)C(NC6=O)C(C)C)C)C)C(C)C)C)N)C.